This data is from Peptide-MHC class II binding affinity with 134,281 pairs from IEDB. The task is: Regression. Given a peptide amino acid sequence and an MHC pseudo amino acid sequence, predict their binding affinity value. This is MHC class II binding data. (1) The peptide sequence is EKKYFAATQFEPLAG. The MHC is DRB1_1001 with pseudo-sequence DRB1_1001. The binding affinity (normalized) is 0.705. (2) The peptide sequence is KKRGNHYAFVGVMYNLW. The MHC is HLA-DQA10201-DQB10301 with pseudo-sequence HLA-DQA10201-DQB10301. The binding affinity (normalized) is 0. (3) The peptide sequence is ADLIAYLKQATK. The binding affinity (normalized) is 0.567. The MHC is H-2-IEk with pseudo-sequence H-2-IEk. (4) The peptide sequence is KLNNQFGSVPALTIA. The MHC is DRB1_0404 with pseudo-sequence DRB1_0404. The binding affinity (normalized) is 0.749. (5) The peptide sequence is GAVDIINKWQVVAPQ. The MHC is DRB1_0401 with pseudo-sequence DRB1_0401. The binding affinity (normalized) is 0.0611.